This data is from hERG potassium channel inhibition data for cardiac toxicity prediction from Karim et al.. The task is: Regression/Classification. Given a drug SMILES string, predict its toxicity properties. Task type varies by dataset: regression for continuous values (e.g., LD50, hERG inhibition percentage) or binary classification for toxic/non-toxic outcomes (e.g., AMES mutagenicity, cardiotoxicity, hepatotoxicity). Dataset: herg_karim. (1) The compound is COCCCS(=O)(=O)c1ccc(-c2ccc(CCN3CCC[C@H]3C)cc2)cc1. The result is 0 (non-blocker). (2) The compound is CN1CCN[C@@H](C(=O)N2CCN(C(=O)Nc3ccc(Cl)c(Cl)c3)CC2)C1. The result is 0 (non-blocker). (3) The molecule is Cc1nc2ccccc2n1-c1ccc(C(=O)N(C)[C@@H]2CCN(C3CCCC3)C2)cc1. The result is 1 (blocker). (4) The drug is N#Cc1ccc(Oc2ccc(Nc3nccc(N)n3)cc2)cc1. The result is 1 (blocker). (5) The drug is CCN1CCN[C@@H](C(=O)N2CCN(C(=O)Nc3ccc(Cl)c(Cl)c3)CC2)C1. The result is 0 (non-blocker). (6) The compound is COC(=O)N(NC(=O)c1c(CC2CCNCC2)c(-c2ccccc2)nc2ccccc12)c1ccccc1. The result is 1 (blocker).